This data is from Full USPTO retrosynthesis dataset with 1.9M reactions from patents (1976-2016). The task is: Predict the reactants needed to synthesize the given product. Given the product [C:6]([C:7]1[CH:12]=[CH:11][C:10]([CH2:13][C:14]([NH:16][NH:17][C:18]([O:20][C:21]([CH3:24])([CH3:23])[CH3:22])=[O:19])=[O:15])=[CH:9][CH:8]=1)#[CH:5], predict the reactants needed to synthesize it. The reactants are: C[Si]([C:5]#[C:6][C:7]1[CH:12]=[CH:11][C:10]([CH2:13][C:14]([NH:16][NH:17][C:18]([O:20][C:21]([CH3:24])([CH3:23])[CH3:22])=[O:19])=[O:15])=[CH:9][CH:8]=1)(C)C.[F-].C([N+](CCCC)(CCCC)CCCC)CCC.